From a dataset of Full USPTO retrosynthesis dataset with 1.9M reactions from patents (1976-2016). Predict the reactants needed to synthesize the given product. (1) Given the product [O:1]([C:8]1[CH:9]=[CH:10][C:11]([O:12][C:13]2[CH:18]=[CH:17][N:16]=[CH:15][C:14]=2[C:19]2[CH:20]=[C:21]([CH:22]=[CH:23][CH:24]=2)[CH2:25][NH:26][C:29](=[O:33])[C:30]#[C:31][CH3:32])=[CH:27][CH:28]=1)[C:2]1[CH:7]=[CH:6][CH:5]=[CH:4][CH:3]=1, predict the reactants needed to synthesize it. The reactants are: [O:1]([C:8]1[CH:28]=[CH:27][C:11]([O:12][C:13]2[CH:18]=[CH:17][N:16]=[CH:15][C:14]=2[C:19]2[CH:20]=[C:21]([CH2:25][NH2:26])[CH:22]=[CH:23][CH:24]=2)=[CH:10][CH:9]=1)[C:2]1[CH:7]=[CH:6][CH:5]=[CH:4][CH:3]=1.[C:29](O)(=[O:33])[C:30]#[C:31][CH3:32]. (2) Given the product [Cl:21][C:6]1[CH:7]=[CH:8][C:9]2[CH:10]([CH3:11])[NH:12][CH2:13][CH:14]([CH2:15][C:16]([F:19])([F:18])[F:17])[O:20][C:4]=2[N:5]=1, predict the reactants needed to synthesize it. The reactants are: [H-].[Na+].Cl[C:4]1[C:9]([CH:10]([NH:12][CH2:13][CH:14]([OH:20])[CH2:15][C:16]([F:19])([F:18])[F:17])[CH3:11])=[CH:8][CH:7]=[C:6]([Cl:21])[N:5]=1. (3) Given the product [CH3:42][O:43][C:44](=[O:51])[CH:45]([NH:50][C:18]([C:15]1[CH:14]=[CH:13][C:12]([O:11][CH2:4][C:5]2[CH:6]=[CH:7][CH:8]=[CH:9][CH:10]=2)=[CH:17][N:16]=1)=[O:31])[C:46]([O:48][CH3:49])=[O:47], predict the reactants needed to synthesize it. The reactants are: [Se](=O)=O.[CH2:4]([O:11][C:12]1[CH:13]=[CH:14][C:15]([CH3:18])=[N:16][CH:17]=1)[C:5]1[CH:10]=[CH:9][CH:8]=[CH:7][CH:6]=1.Cl.C(N=C=NCCCN(C)C)C.[OH:31]N1C2C=CC=CC=2N=N1.Cl.[CH3:42][O:43][C:44](=[O:51])[CH:45]([NH2:50])[C:46]([O:48][CH3:49])=[O:47]. (4) Given the product [C:41]12([NH:46][C:6]([C:13]3[N:14]=[C:15]([O:34][CH2:35][C:36]4([C:39]#[N:40])[CH2:38][CH2:37]4)[N:16]=[C:17]([N:19]4[CH2:24][CH2:23][CH:22]([C:25]5[C:33]6[C:28](=[N:29][CH:30]=[N:31][CH:32]=6)[NH:27][N:26]=5)[CH2:21][CH2:20]4)[N:18]=3)=[O:9])[CH2:45][CH:43]([CH2:44]1)[CH2:42]2, predict the reactants needed to synthesize it. The reactants are: C(#N)CC#N.[C:6]([O-:9])([O-])=O.[K+].[K+].Cl[C:13]1[N:18]=[C:17]([N:19]2[CH2:24][CH2:23][CH:22]([C:25]3[C:33]4[C:28](=[N:29][CH:30]=[N:31][CH:32]=4)[NH:27][N:26]=3)[CH2:21][CH2:20]2)[N:16]=[C:15]([O:34][CH2:35][C:36]2([C:39]#[N:40])[CH2:38][CH2:37]2)[N:14]=1.[C:41]12([NH2:46])[CH2:45][CH:43]([CH2:44]1)[CH2:42]2.C1C=C(Cl)C=C(C(OO)=O)C=1. (5) Given the product [OH:8][CH2:9][CH2:10][N:11]([C:20]([C:22]1[CH:23]=[N:24][N:25]([C:27]2[CH:28]=[CH:29][C:30]([O:33][CH2:34][CH2:35][CH2:36][N:37]3[CH2:41][CH2:40][CH2:39][C@H:38]3[CH3:42])=[CH:31][CH:32]=2)[CH:26]=1)=[O:21])[CH2:12][C:13]([O:15][C:16]([CH3:19])([CH3:17])[CH3:18])=[O:14], predict the reactants needed to synthesize it. The reactants are: [Si]([O:8][CH2:9][CH2:10][N:11]([C:20]([C:22]1[CH:23]=[N:24][N:25]([C:27]2[CH:32]=[CH:31][C:30]([O:33][CH2:34][CH2:35][CH2:36][N:37]3[CH2:41][CH2:40][CH2:39][C@H:38]3[CH3:42])=[CH:29][CH:28]=2)[CH:26]=1)=[O:21])[CH2:12][C:13]([O:15][C:16]([CH3:19])([CH3:18])[CH3:17])=[O:14])(C(C)(C)C)(C)C.[F-].C([N+](CCCC)(CCCC)CCCC)CCC. (6) Given the product [NH2:16][C:11]1[CH:12]=[CH:13][CH:14]=[CH:15][C:10]=1[NH:17][C:58](=[O:59])/[CH:57]=[CH:56]/[C:54]1[N:55]=[C:51]([CH2:42][CH:43]=[CH:44][C:45]2[CH:46]=[CH:47][CH:48]=[CH:49][CH:50]=2)[S:52][CH:53]=1, predict the reactants needed to synthesize it. The reactants are: CCN(C(C)C)C(C)C.[C:10]1([NH2:17])[CH:15]=[CH:14][CH:13]=[CH:12][C:11]=1[NH2:16].CN(C(ON1N=NC2C=CC=NC1=2)=[N+](C)C)C.F[P-](F)(F)(F)(F)F.[CH2:42]([C:51]1[S:52][CH:53]=[C:54](/[CH:56]=[CH:57]/[C:58](O)=[O:59])[N:55]=1)[CH:43]=[CH:44][C:45]1[CH:50]=[CH:49][CH:48]=[CH:47][CH:46]=1.N.